Dataset: Peptide-MHC class I binding affinity with 185,985 pairs from IEDB/IMGT. Task: Regression. Given a peptide amino acid sequence and an MHC pseudo amino acid sequence, predict their binding affinity value. This is MHC class I binding data. (1) The peptide sequence is EPRVQLVPL. The MHC is HLA-B40:01 with pseudo-sequence HLA-B40:01. The binding affinity (normalized) is 0.213. (2) The peptide sequence is HTQAIEGAW. The MHC is HLA-B51:01 with pseudo-sequence HLA-B51:01. The binding affinity (normalized) is 0.0847.